This data is from Full USPTO retrosynthesis dataset with 1.9M reactions from patents (1976-2016). The task is: Predict the reactants needed to synthesize the given product. (1) Given the product [CH2:15]([NH:14][C:13]([C:11]1[CH:12]=[C:7]([C:5]([OH:6])=[O:4])[CH:8]=[C:9]([C:19]2[CH:24]=[CH:23][CH:22]=[CH:21][CH:20]=2)[CH:10]=1)=[O:18])[CH2:16][CH3:17], predict the reactants needed to synthesize it. The reactants are: [OH-].[Na+].C[O:4][C:5]([C:7]1[CH:8]=[C:9]([C:19]2[CH:24]=[CH:23][CH:22]=[CH:21][CH:20]=2)[CH:10]=[C:11]([C:13](=[O:18])[NH:14][CH2:15][CH2:16][CH3:17])[CH:12]=1)=[O:6]. (2) Given the product [Cl:16][C:17]1[CH:25]=[CH:24][C:23]([S:26](=[O:28])(=[O:27])[NH:32][CH:29]([CH3:31])[CH3:30])=[CH:22][C:18]=1[C:19]([OH:21])=[O:20], predict the reactants needed to synthesize it. The reactants are: ClC1C=CC(S(=O)(=O)NC)=CC=1C(O)=O.[Cl:16][C:17]1[CH:25]=[CH:24][C:23]([S:26]([OH:28])=[O:27])=[CH:22][C:18]=1[C:19]([OH:21])=[O:20].[CH:29]([NH2:32])([CH3:31])[CH3:30]. (3) Given the product [Br:1][C:6]1[CH:7]=[CH:8][C:3]([C:9]2([C:12]([OH:14])=[O:13])[CH2:11][CH2:10]2)=[CH:4][CH:5]=1, predict the reactants needed to synthesize it. The reactants are: [Br:1]Br.[C:3]1([C:9]2([C:12]([OH:14])=[O:13])[CH2:11][CH2:10]2)[CH:8]=[CH:7][CH:6]=[CH:5][CH:4]=1.C([O-])(=O)C.[Na+]. (4) Given the product [C:11]1([C:2]2[CH:7]=[C:6]([F:8])[CH:5]=[CH:4][C:3]=2[O:9][CH3:10])[CH2:15][CH2:14][CH2:13][CH:12]=1, predict the reactants needed to synthesize it. The reactants are: Br[C:2]1[CH:7]=[C:6]([F:8])[CH:5]=[CH:4][C:3]=1[O:9][CH3:10].[C:11]1(B(O)O)[CH2:15][CH2:14][CH2:13][CH:12]=1.C([O-])([O-])=O.[Na+].[Na+]. (5) Given the product [CH3:23][N:21]([CH2:20][C:14]1[CH:15]=[CH:16][CH:17]=[C:18]([F:19])[C:13]=1[N:9]1[CH:10]=[C:6]([CH2:4][OH:3])[C:7]([CH3:24])=[N:8]1)[CH3:22], predict the reactants needed to synthesize it. The reactants are: C([O:3][C:4]([C:6]1[C:7]([CH3:24])=[N:8][N:9]([C:13]2[C:18]([F:19])=[CH:17][CH:16]=[CH:15][C:14]=2[CH2:20][N:21]([CH3:23])[CH3:22])[C:10]=1CC)=O)C.[H-].[Al+3].[Li+].[H-].[H-].[H-].O.[OH-].[Na+]. (6) The reactants are: [NH2:1][C:2]1[C:7]2=[CH:8][CH:9]=[C:10]([C@@H:11]3[O:15][C@@:14]([CH2:18]O)([CH:16]=[O:17])[C@@H:13]([O:20][Si:21]([C:24]([CH3:27])([CH3:26])[CH3:25])([CH3:23])[CH3:22])[CH2:12]3)[N:6]2[N:5]=[CH:4][N:3]=1.[C:28]([O-])([O-])=O.[K+].[K+].[N+](=C(P(=O)(OC)OC)C(=O)C)=[N-]. Given the product [NH2:1][C:2]1[C:7]2=[CH:8][CH:9]=[C:10]([C@@H:11]3[O:15][C@@:14]([CH2:16][OH:17])([C:18]#[CH:28])[C@@H:13]([O:20][Si:21]([C:24]([CH3:25])([CH3:26])[CH3:27])([CH3:23])[CH3:22])[CH2:12]3)[N:6]2[N:5]=[CH:4][N:3]=1, predict the reactants needed to synthesize it.